Dataset: Catalyst prediction with 721,799 reactions and 888 catalyst types from USPTO. Task: Predict which catalyst facilitates the given reaction. (1) Reactant: [OH-].[Na+].FC1C=CC(S([N:13]2[C:21]3[C:16](=[C:17]([CH2:24][N:25]4[CH2:30][CH2:29][N:28]([C:31]([O:33][C:34]([CH3:37])([CH3:36])[CH3:35])=[O:32])[CH2:27][CH2:26]4)[CH:18]=[C:19]([O:22][CH3:23])[CH:20]=3)[CH:15]=[CH:14]2)(=O)=O)=CC=1. Product: [CH3:23][O:22][C:19]1[CH:20]=[C:21]2[C:16]([CH:15]=[CH:14][NH:13]2)=[C:17]([CH2:24][N:25]2[CH2:26][CH2:27][N:28]([C:31]([O:33][C:34]([CH3:37])([CH3:36])[CH3:35])=[O:32])[CH2:29][CH2:30]2)[CH:18]=1. The catalyst class is: 14. (2) Product: [N+:1]([C:4]1[CH:9]=[CH:8][C:7]([NH:10][CH:11]2[CH2:12][CH2:13][CH:14]([O:17][CH2:18][C:19]([NH:67][C:62]3[CH:61]=[CH:60][C:59]4[C:64](=[CH:65][CH:66]=[C:57]([C:56]([F:68])([F:55])[F:69])[CH:58]=4)[N:63]=3)=[O:21])[CH2:15][CH2:16]2)=[CH:6][C:5]=1[C:22]([F:24])([F:23])[F:25])([O-:3])=[O:2]. Reactant: [N+:1]([C:4]1[CH:9]=[CH:8][C:7]([NH:10][CH:11]2[CH2:16][CH2:15][CH:14]([O:17][CH2:18][C:19]([OH:21])=O)[CH2:13][CH2:12]2)=[CH:6][C:5]=1[C:22]([F:25])([F:24])[F:23])([O-:3])=[O:2].CCN=C=NCCCN(C)C.Cl.C1C=CC2N(O)N=NC=2C=1.C(N(CC)CC)C.[F:55][C:56]([F:69])([F:68])[C:57]1[CH:58]=[C:59]2[C:64](=[CH:65][CH:66]=1)[N:63]=[C:62]([NH2:67])[CH:61]=[CH:60]2. The catalyst class is: 4. (3) Reactant: [CH3:1][C:2]1[CH:3]=[N:4][N:5]([C:7]2[CH:12]=[CH:11][N:10]=[CH:9][C:8]=2[N:13]2[CH2:18][CH2:17][CH:16]([C:19](O)=[O:20])[CH2:15][CH2:14]2)[CH:6]=1.Cl.[CH3:23][O:24][C@@H:25]1[CH2:29][CH2:28][NH:27][CH2:26]1.CN(C(ON1N=NC2C=CC=NC1=2)=[N+](C)C)C.F[P-](F)(F)(F)(F)F.C(N(CC)CC)C. Product: [CH3:23][O:24][C@@H:25]1[CH2:29][CH2:28][N:27]([C:19]([CH:16]2[CH2:15][CH2:14][N:13]([C:8]3[CH:9]=[N:10][CH:11]=[CH:12][C:7]=3[N:5]3[CH:6]=[C:2]([CH3:1])[CH:3]=[N:4]3)[CH2:18][CH2:17]2)=[O:20])[CH2:26]1. The catalyst class is: 136. (4) Reactant: [Cl:1][C:2]1[CH:7]=[CH:6][C:5]([C@@H:8]([OH:13])[C:9]([F:12])([F:11])[F:10])=[C:4]([I:14])[CH:3]=1.[CH3:15][O:16][C@:17]([C:25]1[CH:30]=[CH:29][CH:28]=[CH:27][CH:26]=1)([C:21]([F:24])([F:23])[F:22])[C:18](Cl)=[O:19]. Product: [F:22][C:21]([F:23])([F:24])[C@@:17]([O:16][CH3:15])([C:25]1[CH:30]=[CH:29][CH:28]=[CH:27][CH:26]=1)[C:18]([O:13][C@H:8]([C:5]1[CH:6]=[CH:7][C:2]([Cl:1])=[CH:3][C:4]=1[I:14])[C:9]([F:12])([F:11])[F:10])=[O:19]. The catalyst class is: 453. (5) Reactant: FC(F)(F)C(O)=O.[Si:8]([O:25][CH2:26][CH:27]1[CH2:30][N:29](C(OC(C)(C)C)=O)[CH2:28]1)([C:21]([CH3:24])([CH3:23])[CH3:22])([C:15]1[CH:20]=[CH:19][CH:18]=[CH:17][CH:16]=1)[C:9]1[CH:14]=[CH:13][CH:12]=[CH:11][CH:10]=1. Product: [Si:8]([O:25][CH2:26][CH:27]1[CH2:30][NH:29][CH2:28]1)([C:21]([CH3:24])([CH3:22])[CH3:23])([C:9]1[CH:14]=[CH:13][CH:12]=[CH:11][CH:10]=1)[C:15]1[CH:16]=[CH:17][CH:18]=[CH:19][CH:20]=1. The catalyst class is: 2. (6) Reactant: [CH:1]1([N:4]2[C:8]([NH2:9])=[C:7]([I:10])[CH:6]=[N:5]2)[CH2:3][CH2:2]1.C(NC(C)C)(C)C.[C:18](Cl)(=[O:20])[CH3:19]. Product: [CH:1]1([N:4]2[C:8]([NH:9][C:18](=[O:20])[CH3:19])=[C:7]([I:10])[CH:6]=[N:5]2)[CH2:3][CH2:2]1. The catalyst class is: 4.